Predict which catalyst facilitates the given reaction. From a dataset of Catalyst prediction with 721,799 reactions and 888 catalyst types from USPTO. Reactant: S(C1C=CC(C)=CC=1)(O[CH2:5][CH2:6][C:7]1[CH:12]=[CH:11][C:10]([Cl:13])=[CH:9][CH:8]=1)(=O)=O.C(=O)([O-])[O-].[Na+].[Na+].[I-].[Na+].[N+:29]([C:32]1[CH:45]=[CH:44][C:35]([C:36]([O:38][C@H:39]2[CH2:43][CH2:42][NH:41][CH2:40]2)=[O:37])=[CH:34][CH:33]=1)([O-:31])=[O:30]. Product: [Cl:13][C:10]1[CH:9]=[CH:8][C:7]([CH2:6][CH2:5][N:41]2[CH2:42][CH2:43][C@H:39]([O:38][C:36](=[O:37])[C:35]3[CH:34]=[CH:33][C:32]([N+:29]([O-:31])=[O:30])=[CH:45][CH:44]=3)[CH2:40]2)=[CH:12][CH:11]=1. The catalyst class is: 10.